From a dataset of Full USPTO retrosynthesis dataset with 1.9M reactions from patents (1976-2016). Predict the reactants needed to synthesize the given product. (1) Given the product [F:33][C:2]1([F:1])[O:6][C:5]2[CH:7]=[CH:8][C:9]([C:11]3([C:14]([NH:16][C:17]4[N:22]=[C:21]([C:23]5[CH:24]=[C:25]([CH:29]=[CH:30][CH:31]=5)[C:26]([OH:28])=[O:27])[C:20]([CH3:32])=[CH:19][CH:18]=4)=[O:15])[CH2:13][CH2:12]3)=[CH:10][C:4]=2[O:3]1, predict the reactants needed to synthesize it. The reactants are: [F:1][C:2]1([F:33])[O:6][C:5]2[CH:7]=[CH:8][C:9]([C:11]3([C:14]([NH:16][C:17]4[N:22]=[C:21]([C:23]5[CH:24]=[C:25]([CH:29]=[CH:30][CH:31]=5)[C:26]([OH:28])=[O:27])[C:20]([CH3:32])=[CH:19][CH:18]=4)=[O:15])[CH2:13][CH2:12]3)=[CH:10][C:4]=2[O:3]1.Cl. (2) Given the product [C:1]([O:5][C:6]([N:8]1[CH2:13][CH2:12][CH:11]([C@H:14]([CH3:27])[CH2:15][CH2:16][O:17][C:18]2[CH:23]=[C:22]([CH3:24])[C:21]([C:28]([OH:30])=[O:29])=[C:20]([CH3:26])[CH:19]=2)[CH2:10][CH2:9]1)=[O:7])([CH3:4])([CH3:3])[CH3:2], predict the reactants needed to synthesize it. The reactants are: [C:1]([O:5][C:6]([N:8]1[CH2:13][CH2:12][CH:11]([C@H:14]([CH3:27])[CH2:15][CH2:16][O:17][C:18]2[CH:23]=[C:22]([CH3:24])[C:21](Br)=[C:20]([CH3:26])[CH:19]=2)[CH2:10][CH2:9]1)=[O:7])([CH3:4])([CH3:3])[CH3:2].[C:28](=[O:30])=[O:29].